This data is from Catalyst prediction with 721,799 reactions and 888 catalyst types from USPTO. The task is: Predict which catalyst facilitates the given reaction. (1) Product: [CH2:7]([C@@H:9]([C:17]1[CH:22]=[CH:21][CH:20]=[C:19]([O:23][CH2:24][C:25]2[CH:30]=[CH:29][CH:28]=[CH:27][CH:26]=2)[CH:18]=1)[C@@H:10]([CH3:16])[CH2:11][N:13]([CH3:15])[CH3:14])[CH3:8]. Reactant: [H-].[H-].[H-].[H-].[Al+3].[Li+].[CH2:7]([C@@H:9]([C:17]1[CH:22]=[CH:21][CH:20]=[C:19]([O:23][CH2:24][C:25]2[CH:30]=[CH:29][CH:28]=[CH:27][CH:26]=2)[CH:18]=1)[C@@H:10]([CH3:16])[C:11]([N:13]([CH3:15])[CH3:14])=O)[CH3:8].[Al]. The catalyst class is: 207. (2) Reactant: [Cl:1][C:2]1[CH:7]=[CH:6][C:5]([C:8]2([OH:34])[CH2:13][CH2:12][N:11]([CH2:14][CH2:15][CH:16]=[C:17]3[C:27]4[C:22](=[N:23][CH:24]=[CH:25][CH:26]=4)[O:21][C:20]4[CH:28]=[CH:29][C:30]([CH:32]=[CH2:33])=[CH:31][C:19]=4[CH2:18]3)[CH2:10][CH2:9]2)=[CH:4][CH:3]=1. Product: [Cl:1][C:2]1[CH:7]=[CH:6][C:5]([C:8]2([OH:34])[CH2:13][CH2:12][N:11]([CH2:14][CH2:15][CH:16]=[C:17]3[C:27]4[C:22](=[N:23][CH:24]=[CH:25][CH:26]=4)[O:21][C:20]4[CH:28]=[CH:29][C:30]([CH2:32][CH3:33])=[CH:31][C:19]=4[CH2:18]3)[CH2:10][CH2:9]2)=[CH:4][CH:3]=1. The catalyst class is: 29. (3) Reactant: Cl[C:2]1C(=O)C(C#N)=C(C#N)C(=O)C=1Cl.[CH2:15]([O:22][C:23](=[O:35])[NH:24][C@@H:25]([CH2:28][C:29]1[CH:34]=[CH:33][CH:32]=[CH:31][CH:30]=1)[CH:26]=O)[C:16]1[CH:21]=[CH:20][CH:19]=[CH:18][CH:17]=1.[C:36]1([NH2:43])[CH:41]=[CH:40][CH:39]=[CH:38][C:37]=1[NH2:42]. Product: [CH2:15]([O:22][C:23](=[O:35])[NH:24][C@@H:25]([CH2:28][C:29]1[CH:34]=[CH:33][CH:32]=[CH:31][CH:30]=1)/[CH:26]=[N:42]/[C:37]1[CH:38]=[CH:39][CH:40]=[CH:41][C:36]=1[NH:43][CH3:2])[C:16]1[CH:21]=[CH:20][CH:19]=[CH:18][CH:17]=1. The catalyst class is: 23. (4) Reactant: C([O:3][C:4]([C:6]1[N:7]([C:14]2[C:19]([Cl:20])=[CH:18][CH:17]=[CH:16][C:15]=2[Cl:21])[N:8]=[N:9][C:10]=1[CH:11]([CH3:13])[CH3:12])=O)C.CC(C[AlH]CC(C)C)C. Product: [Cl:21][C:15]1[CH:16]=[CH:17][CH:18]=[C:19]([Cl:20])[C:14]=1[N:7]1[C:6]([CH2:4][OH:3])=[C:10]([CH:11]([CH3:13])[CH3:12])[N:9]=[N:8]1. The catalyst class is: 182. (5) Reactant: [CH:1]([N:4]([C:29]1[CH:34]=[CH:33][CH:32]=[CH:31][CH:30]=1)[C:5](=[O:28])[CH2:6][N:7]1[C:16](=[O:17])[CH2:15][C:14]2[N:10]([C:11]([C:18]3[CH:23]=[CH:22][CH:21]=[CH:20][CH:19]=3)=[N:12][N:13]=2)[C:9]2[CH:24]=[CH:25][CH:26]=[CH:27][C:8]1=2)([CH3:3])[CH3:2].[NH:35]1[C:43]2[C:38](=[CH:39][CH:40]=[CH:41][CH:42]=2)[C:37]([CH:44]=O)=[CH:36]1.N1CCCCC1. Product: [NH:35]1[C:43]2[C:38](=[CH:39][CH:40]=[CH:41][CH:42]=2)[C:37]([CH:44]=[C:15]2[C:14]3[N:10]([C:11]([C:18]4[CH:23]=[CH:22][CH:21]=[CH:20][CH:19]=4)=[N:12][N:13]=3)[C:9]3[CH:24]=[CH:25][CH:26]=[CH:27][C:8]=3[N:7]([CH2:6][C:5]([N:4]([CH:1]([CH3:3])[CH3:2])[C:29]3[CH:34]=[CH:33][CH:32]=[CH:31][CH:30]=3)=[O:28])[C:16]2=[O:17])=[CH:36]1. The catalyst class is: 11. (6) Reactant: [NH2:1][C:2](=[O:38])[CH2:3][O:4][C:5]([C:7]1[CH:8]=[C:9]([CH:35]=[CH:36][CH:37]=1)[CH2:10][N:11]1[C:15](=[O:16])[C:14]2([CH2:21][CH2:20][N:19](C(OC(C)(C)C)=O)[CH2:18][CH2:17]2)[N:13]([C:29]2[CH:34]=[CH:33][CH:32]=[CH:31][CH:30]=2)[CH2:12]1)=[O:6].Cl. Product: [O:16]=[C:15]1[C:14]2([CH2:17][CH2:18][NH:19][CH2:20][CH2:21]2)[N:13]([C:29]2[CH:30]=[CH:31][CH:32]=[CH:33][CH:34]=2)[CH2:12][N:11]1[CH2:10][C:9]1[CH:8]=[C:7]([CH:37]=[CH:36][CH:35]=1)[C:5]([O:4][CH2:3][C:2]([NH2:1])=[O:38])=[O:6]. The catalyst class is: 12.